From a dataset of Human liver microsome stability data. Regression/Classification. Given a drug SMILES string, predict its absorption, distribution, metabolism, or excretion properties. Task type varies by dataset: regression for continuous measurements (e.g., permeability, clearance, half-life) or binary classification for categorical outcomes (e.g., BBB penetration, CYP inhibition). Dataset: hlm. (1) The drug is CN[C@@H](C)C(=O)N[C@H](C(=O)N1C[C@H]2CCCCOc3ccc(cc3)C[C@@H](C(=O)O)NC(=O)[C@H](Cc3ccc4ccccc4c3)NC(=O)[C@@H]3C[C@@H](CN3C(=O)[C@@H](NC(=O)[C@H](C)NC)C(C)(C)C)n3cc(nn3)COc3ccc(cc3)C[C@@H](NS(=O)(=O)C3CC3)NC(=O)[C@H](Cc3ccc4ccccc4c3)NC(=O)[C@@H]1C2)C(C)(C)C. The result is 0 (unstable in human liver microsomes). (2) The compound is CS(=O)(=O)Nc1ccc2c(c1)S(=O)(=O)NC(C1=C(O)[C@@H]3[C@H]4CC[C@H](C4)[C@@H]3N(Cc3ccccc3Cl)C1=O)=N2. The result is 0 (unstable in human liver microsomes). (3) The molecule is CCOc1ccc(Nc2nc(-c3c(C)nc4sccn34)cs2)cc1. The result is 1 (stable in human liver microsomes). (4) The compound is CCC1=C(C(=O)CC2CCC(CC)CC2)[C@H](c2ccc(O)c(Cl)c2)NC(=O)N1. The result is 1 (stable in human liver microsomes). (5) The molecule is CC(=O)c1cc(C(=O)O)c(Nc2ccc(I)cc2F)n1C. The result is 0 (unstable in human liver microsomes). (6) The molecule is O=C(CCCCCc1ccncc1)NC1CCC(O)CC1. The result is 0 (unstable in human liver microsomes). (7) The drug is c1ccc(CN2CCC(n3cnc4cnc5[nH]ccc5c43)CC2)cc1. The result is 0 (unstable in human liver microsomes). (8) The compound is Cc1cc(S(=O)(=O)C2CCCC2)cc(=O)n1[C@@H](CC1CCCCC1)C(=O)Nc1nccs1. The result is 1 (stable in human liver microsomes). (9) The drug is CSc1nc2ccccn2c(=N)c1S(=O)(=O)c1ccccc1. The result is 1 (stable in human liver microsomes). (10) The drug is COc1cccc([C@@H](C)NC(=O)c2c[nH]c3cc(-c4cn[nH]c4)ccc23)c1. The result is 1 (stable in human liver microsomes).